Binary Classification. Given a miRNA mature sequence and a target amino acid sequence, predict their likelihood of interaction. From a dataset of Experimentally validated miRNA-target interactions with 360,000+ pairs, plus equal number of negative samples. (1) The miRNA is hsa-miR-516a-5p with sequence UUCUCGAGGAAAGAAGCACUUUC. The protein sequence of the target gene is MKFPASVIASVFLFVAETAAALYLSSTYRSAGDRMWQVLTLLFSLMPCALVQFTLLFVHRDLSRDRPLALLMHLLQLGPLYRCCEVFCIYCQSDQNEEPYVSITKKRQMPKDGLSEEVEKEVGQAEGKLITHRSAFSRASVIQAFLGSAPQLTLQLYITVLEQNITTGRCFIMTLSLLSIVYGALRCNILAIKIKYDEYEVKVKPLAYVCIFLWRSFEIATRVIVLVLFTSVLKIWVVAVILVNFFSFFLYPWIVFWCSGSPFPENIEKALSRVGTTIVLCFLTLLYAGINMFCWSAVQL.... Result: 0 (no interaction). (2) The miRNA is hsa-miR-367-3p with sequence AAUUGCACUUUAGCAAUGGUGA. The protein sequence of the target gene is MLLGQLSTLLCLLSGALPTGSGRPEPQSPRPQSWAAANQTWALGPGALPPLVPASALGSWKAFLGLQKARQLGMGRLQRGQDEVAAVTLPLNPQEVIQGMCKAVPFVQVFSRPGCSAIRLRNHLCFGHCSSLYIPGSDPTPLVLCNSCMPARKRWAPVVLWCLTGSSASRRRVKISTMLIEGCHCSPKA. Result: 1 (interaction). (3) The miRNA is hsa-miR-3662 with sequence GAAAAUGAUGAGUAGUGACUGAUG. The protein sequence of the target gene is MMKTEPRGPGGPLRSASPHRSAYEAGIQALKPPDAPGPDEAPKGAHHKKYGSNVHRIKSMFLQMGTTAGPSGEAGGGAGLAEAPRASERGVRLSLPRASSLNENVDHSALLKLGTSVSERVSRFDSKPAPSAQPAPPPHPPSRLQETRKLFERSAPAAAGGDKEAAARRLLRQERAGLQDRKLDVVVRFNGSTEALDKLDADAVSPTVSQLSAVFEKADSRTGLHRGPGLPRAAGVPQVNSKLVSKRSRVFQPPPPPPPAPSGDAPAEKERCPAGQQPPQHRVAPARPPPKPREVRKIKP.... Result: 0 (no interaction). (4) The miRNA is hsa-miR-5698 with sequence UGGGGGAGUGCAGUGAUUGUGG. The protein sequence of the target gene is MPGANYRAGAGAGAGARRPRGARDREEDGGGLEPAAVARDLLRGTSNMSFEELLELQSQVGTKTYKQLVAGNSPKKQASRPPIQNACVADKHRPLEMSAKIRVPFLRQVVPISKKVARDPRFDDLSGEYNPEVFDKTYQFLNDIRAKEKELVKKQLKKHLSGEEHEKLQQLLQRMEQQEMAQQERKQQQELHLALKQERRAQAQQGHRPYFLKKSEQRQLALAEKFKELKRSKKLENFLSRKRRRNAGKDRRHLPLSKE. Result: 1 (interaction). (5) The miRNA is hsa-miR-6078 with sequence CCGCCUGAGCUAGCUGUGG. The protein sequence of the target gene is MRLPKLLTFLLWYLAWLDLEFICTVLGAPDLGQRPQGTRPGLAKAEAKERPPLARNVFRPGGHSYGGGATNANARAKGGTGQTGGLTQPKKDEPKKLPPRPGGPEPKPGHPPQTRQATARTVTPKGQLPGGKAPPKAGSVPSSFLLKKAREPGPPREPKEPFRPPPITPHEYMLSLYRTLSDADRKGGNSSVKLEAGLANTITSFIDKGQDDRGPVVRKQRYVFDISALEKDGLLGAELRILRKKPSDTAKPAAPGGGRAAQLKLSSCPSGRQPASLLDVRSVPGLDGSGWEVFDIWKLF.... Result: 0 (no interaction). (6) The miRNA is hsa-miR-93-5p with sequence CAAAGUGCUGUUCGUGCAGGUAG. The protein sequence of the target gene is MELGELLYNKSEYIETASGNKVSRQSVLCGSQNIVLNGKTIVMNDCIIRGDLANVRVGRHCVVKSRSVIRPPFKKFSKGVAFFPLHIGDHVFIEEDCVVNAAQIGSYVHVGKNCVIGRRCVLKDCCKILDNTVLPPETVVPPFTVFSGCPGLFSGELPECTQELMIDVTKSYYQKFLPLTQV. Result: 1 (interaction). (7) The miRNA is hsa-miR-6782-5p with sequence UAGGGGUGGGGGAAUUCAGGGGUGU. The protein sequence of the target gene is MVKLGNNFAEKGTKQPLLEDGFDTIPLMTPLDVNQLQFPPPDKVVVKTKTEYEPDRKKGKARPPQIAEFTVSITEGVTERFKVSVLVLFALAFLTCVVFLVVYKVYKYDRACPDGFVLKNTQCIPEGLESYYAEQDSSAREKFYTVINHYNLAKQSITRSVSPWMSVLSEEKLSEQETEAAEKSA. Result: 0 (no interaction). (8) The miRNA is mmu-miR-324-3p with sequence CCACUGCCCCAGGUGCUGCU. The protein sequence of the target gene is MEVRASFQKVSGSSDSVATLNSEEFVLVSQHTDATSIKDDGKPQLKIASNGDEQLEKAMEEILRDSEKGQSGLPVDCQGSSEISDCPFGDVPASQTTKPPLQLILDPSNTEISTPRPSSPSRFPEEDSVLFNKLTYLGCMKVSSPRSEVEALRAMATMRASSQYPFAVTLYVPNVPEGSVRIIDQSSNVEIASFPIYKVLFCARGHDGTAESNCFAFTESSHGSEEFQIHVFSCEIKEAVSRILYSFCTAFKRSSRQVSDVKDSVIPTPDSDVFTFSVSLEVKEDDGKGNFSPVPKDRDK.... Result: 1 (interaction). (9) The miRNA is rno-miR-26b-5p with sequence UUCAAGUAAUUCAGGAUAGGU. The protein sequence of the target gene is MAHSPVAVQVPGMQNNIADPEELFTKLERIGKGSFGEVFKGIDNRTQQVVAIKIIDLEEAEDEIEDIQQEITVLSQCDSSYVTKYYGSYLKGSKLWIIMEYLGGGSALDLLRAGPFDEFQIATMLKEILKGLDYLHSEKKIHRDIKAANVLLSEQGDVKLADFGVAGQLTDTQIKRNTFVGTPFWMAPEVIQQSAYDSKADIWSLGITAIELAKGEPPNSDMHPMRVLFLIPKNNPPTLVGDFTKSFKEFIDACLNKDPSFRPTAKELLKHKFIVKNSKKTSYLTELIDRFKRWKAEGHS.... Result: 0 (no interaction).